Dataset: Full USPTO retrosynthesis dataset with 1.9M reactions from patents (1976-2016). Task: Predict the reactants needed to synthesize the given product. (1) Given the product [CH3:26][N:23]1[CH2:22][CH2:21][N:20]([C:13]2[C:14]3[C:19](=[CH:18][CH:17]=[CH:16][CH:15]=3)[C:10]([NH:1][C:2]3[CH:7]=[CH:6][C:5]([OH:8])=[CH:4][CH:3]=3)=[N:11][N:12]=2)[CH2:25][CH2:24]1, predict the reactants needed to synthesize it. The reactants are: [NH2:1][C:2]1[CH:7]=[CH:6][C:5]([OH:8])=[CH:4][CH:3]=1.Cl[C:10]1[C:19]2[C:14](=[CH:15][CH:16]=[CH:17][CH:18]=2)[C:13]([N:20]2[CH2:25][CH2:24][N:23]([CH3:26])[CH2:22][CH2:21]2)=[N:12][N:11]=1.C(O)(C(F)(F)F)=O.C(=O)(O)[O-].[Na+]. (2) Given the product [NH2:1][C:2]([NH:4][C:5]1[C:6]([C:18]([NH2:20])=[O:19])=[N:7][N:8]([C:10]2[CH:15]=[CH:14][C:13]([S:41][C:38]3[CH:39]=[CH:40][C:35]([F:34])=[CH:36][CH:37]=3)=[C:12]([Cl:17])[CH:11]=2)[CH:9]=1)=[O:3], predict the reactants needed to synthesize it. The reactants are: [NH2:1][C:2]([NH:4][C:5]1[C:6]([C:18]([NH2:20])=[O:19])=[N:7][N:8]([C:10]2[CH:15]=[CH:14][C:13](I)=[C:12]([Cl:17])[CH:11]=2)[CH:9]=1)=[O:3].C(N(CC)C(C)C)(C)C.C(O)CO.[F:34][C:35]1[CH:40]=[CH:39][C:38]([SH:41])=[CH:37][CH:36]=1.C([O-])([O-])=O.[Na+].[Na+].